From a dataset of Catalyst prediction with 721,799 reactions and 888 catalyst types from USPTO. Predict which catalyst facilitates the given reaction. (1) Reactant: CC1(C)C(C)(C)OB([C:9]2[CH2:14][CH2:13][CH:12]([O:15][CH2:16][CH:17]3[CH2:22][CH2:21][N:20]([C:23]([O:25][C:26]([CH3:29])([CH3:28])[CH3:27])=[O:24])[CH2:19][CH2:18]3)[CH2:11][CH:10]=2)O1.Br[C:32]1[C:37]([C:38]#[N:39])=[CH:36][N:35]=[CH:34][CH:33]=1.C([O-])([O-])=O.[Na+].[Na+]. Product: [C:38]([C:37]1[CH:36]=[N:35][CH:34]=[CH:33][C:32]=1[C:9]1[CH2:14][CH2:13][CH:12]([O:15][CH2:16][CH:17]2[CH2:22][CH2:21][N:20]([C:23]([O:25][C:26]([CH3:29])([CH3:28])[CH3:27])=[O:24])[CH2:19][CH2:18]2)[CH2:11][CH:10]=1)#[N:39]. The catalyst class is: 128. (2) Reactant: FC(F)(F)C(O)=O.[Br:8][C:9]1[CH:14]=[CH:13][C:12]([CH:15]([OH:19])[CH2:16][CH2:17][CH3:18])=[C:11]([F:20])[CH:10]=1.CC(OI1(OC(C)=O)(OC(C)=O)OC(=O)C2C=CC=CC1=2)=O. Product: [Br:8][C:9]1[CH:14]=[CH:13][C:12]([C:15](=[O:19])[CH2:16][CH2:17][CH3:18])=[C:11]([F:20])[CH:10]=1. The catalyst class is: 4.